This data is from Full USPTO retrosynthesis dataset with 1.9M reactions from patents (1976-2016). The task is: Predict the reactants needed to synthesize the given product. (1) Given the product [CH3:13][N:11]([CH3:12])[CH2:9][CH2:8][CH2:7][C:6]([CH2:14][O:15][CH2:16][CH2:17][CH2:18][CH2:19][CH2:20][CH2:21][CH2:22][CH2:23][CH2:24][CH2:25][CH2:26][CH2:27][CH2:28][CH3:29])([CH2:30][O:31][CH2:32][CH2:33][CH2:34][CH2:35][CH2:36][CH2:37][CH2:38][CH2:39][CH2:40][CH2:41][CH2:42][CH2:43][CH2:44][CH3:45])[CH2:5][CH2:4][CH2:3][N:2]([CH3:47])[CH3:1], predict the reactants needed to synthesize it. The reactants are: [CH3:1][N:2]([CH3:47])[C:3](=O)[CH2:4][CH2:5][C:6]([CH2:30][O:31][CH2:32][CH2:33][CH2:34][CH2:35][CH2:36][CH2:37][CH2:38][CH2:39][CH2:40][CH2:41][CH2:42][CH2:43][CH2:44][CH3:45])([CH2:14][O:15][CH2:16][CH2:17][CH2:18][CH2:19][CH2:20][CH2:21][CH2:22][CH2:23][CH2:24][CH2:25][CH2:26][CH2:27][CH2:28][CH3:29])[CH2:7][CH2:8][C:9]([N:11]([CH3:13])[CH3:12])=O.[H-].[H-].[H-].[H-].[Li+].[Al+3]. (2) Given the product [CH:6]([C:5]1[CH:12]=[CH:13][C:2]([NH:1][C:33]([N:15]2[CH2:16][C:17]3[C:22](=[CH:21][CH:20]=[CH:19][CH:18]=3)[CH2:14]2)=[O:34])=[CH:3][CH:4]=1)=[O:7], predict the reactants needed to synthesize it. The reactants are: [NH2:1][C:2]1[CH:13]=[CH:12][C:5]([C:6](NCCC)=[O:7])=[CH:4][CH:3]=1.[CH2:14]1[C:22]2[C:17](=[CH:18][CH:19]=[CH:20][CH:21]=2)[CH2:16][NH:15]1.Cl.C1C2C(=CC([C:33](OC)=[O:34])=CC=2)CN1. (3) Given the product [CH3:25][N:24]1[C:20]([CH2:19][O:18][CH:6]2[CH2:5][CH2:4][CH2:3][CH2:2][O:1]2)=[C:21]([C:26]([O:28][CH2:29][CH3:30])=[O:27])[CH:22]=[N:23]1, predict the reactants needed to synthesize it. The reactants are: [O:1]1[CH:6]=[CH:5][CH2:4][CH2:3][CH2:2]1.C1(C)C=CC(S(O)(=O)=O)=CC=1.[OH:18][CH2:19][C:20]1[N:24]([CH3:25])[N:23]=[CH:22][C:21]=1[C:26]([O:28][CH2:29][CH3:30])=[O:27].C(=O)([O-])O.[Na+]. (4) Given the product [CH:8]1([C:5]2[S:6][CH:7]=[C:3]([CH:2]=[O:13])[N:4]=2)[CH2:10][CH2:9]1, predict the reactants needed to synthesize it. The reactants are: Cl[CH2:2][C:3]1[N:4]=[C:5]([CH:8]2[CH2:10][CH2:9]2)[S:6][CH:7]=1.CS(C)=[O:13]. (5) Given the product [F:43][C:2]([F:42])([F:1])[C:3]1[CH:4]=[C:5]([CH:35]=[C:36]([C:38]([F:41])([F:40])[F:39])[CH:37]=1)[CH2:6][N:7]([CH2:14][C:15]1[CH:20]=[C:19]([C:21]([F:22])([F:23])[F:24])[CH:18]=[CH:17][C:16]=1[C:25]1[CH:30]=[C:29]([CH2:31][N:32]([CH3:47])[CH3:33])[CH:28]=[CH:27][C:26]=1[Cl:34])[C:8]1[N:9]=[N:10][N:11]([CH3:13])[N:12]=1, predict the reactants needed to synthesize it. The reactants are: [F:1][C:2]([F:43])([F:42])[C:3]1[CH:4]=[C:5]([CH:35]=[C:36]([C:38]([F:41])([F:40])[F:39])[CH:37]=1)[CH2:6][N:7]([CH2:14][C:15]1[CH:20]=[C:19]([C:21]([F:24])([F:23])[F:22])[CH:18]=[CH:17][C:16]=1[C:25]1[CH:30]=[C:29]([CH2:31][NH:32][CH3:33])[CH:28]=[CH:27][C:26]=1[Cl:34])[C:8]1[N:9]=[N:10][N:11]([CH3:13])[N:12]=1.C=O.[Na].[C:47](=O)(O)[O-].[Na+]. (6) Given the product [C:13]1([S:19]([CH2:22][C:23]2[C:28]([C:29]([O:31][CH2:32][CH3:33])=[O:30])=[C:27]([O:34][CH3:35])[C:26]([CH2:1][CH3:2])=[CH:25][CH:24]=2)(=[O:21])=[O:20])[CH:18]=[CH:17][CH:16]=[CH:15][CH:14]=1, predict the reactants needed to synthesize it. The reactants are: [CH2:1](C1C=C2C(COC2=O)=CC=1)[CH3:2].[C:13]1([S:19]([CH2:22][C:23]2[C:28]([C:29]([O:31][CH2:32][CH3:33])=[O:30])=[C:27]([O:34][CH3:35])[C:26](Br)=[CH:25][CH:24]=2)(=[O:21])=[O:20])[CH:18]=[CH:17][CH:16]=[CH:15][CH:14]=1.C(B(CC)CC)C.